This data is from Full USPTO retrosynthesis dataset with 1.9M reactions from patents (1976-2016). The task is: Predict the reactants needed to synthesize the given product. (1) Given the product [Cl:38][C:33]1[CH:32]=[C:31]([C:25]2[N:24]([C:39]3[CH:44]=[CH:43][CH:42]=[C:41]([Cl:45])[C:40]=3[F:46])[C:23]([C:18]3[CH:19]=[CH:20][CH:21]=[CH:22][C:17]=3[NH:16][CH2:15][CH2:14][NH:13][C:2]([NH:3][CH3:4])=[O:1])=[N:27][C:26]=2[C:28]([NH2:30])=[O:29])[CH:36]=[CH:35][C:34]=1[F:37], predict the reactants needed to synthesize it. The reactants are: [O:1]=[C:2]1CC[C:4](=O)[N:3]1O[C:2](=[O:1])[NH:3][CH3:4].[NH2:13][CH2:14][CH2:15][NH:16][C:17]1[CH:22]=[CH:21][CH:20]=[CH:19][C:18]=1[C:23]1[N:24]([C:39]2[CH:44]=[CH:43][CH:42]=[C:41]([Cl:45])[C:40]=2[F:46])[C:25]([C:31]2[CH:36]=[CH:35][C:34]([F:37])=[C:33]([Cl:38])[CH:32]=2)=[C:26]([C:28]([NH2:30])=[O:29])[N:27]=1. (2) Given the product [Br:1][C:2]1[C:11]([S:12]([N:15]([CH2:21][C:22]2[CH:27]=[CH:26][C:25]([O:28][CH3:29])=[CH:24][CH:23]=2)[C:16]2[S:17][CH:18]=[CH:19][N:20]=2)(=[O:14])=[O:13])=[CH:10][C:5]2[O:6][CH2:7][CH2:8][N:9]([C:31]3[CH:36]=[CH:35][C:34]([C:37]([F:40])([F:39])[F:38])=[CH:33][C:32]=3[O:41][CH3:42])[C:4]=2[CH:3]=1, predict the reactants needed to synthesize it. The reactants are: [Br:1][C:2]1[C:11]([S:12]([N:15]([CH2:21][C:22]2[CH:27]=[CH:26][C:25]([O:28][CH3:29])=[CH:24][CH:23]=2)[C:16]2[S:17][CH:18]=[CH:19][N:20]=2)(=[O:14])=[O:13])=[CH:10][C:5]2[O:6][CH2:7][CH2:8][NH:9][C:4]=2[CH:3]=1.Br[C:31]1[CH:36]=[CH:35][C:34]([C:37]([F:40])([F:39])[F:38])=[CH:33][C:32]=1[O:41][CH3:42].CC1(C)C2C(=C(P(C3C=CC=CC=3)C3C=CC=CC=3)C=CC=2)OC2C(P(C3C=CC=CC=3)C3C=CC=CC=3)=CC=CC1=2.C(=O)([O-])[O-].[Cs+].[Cs+]. (3) Given the product [OH:5][C:4]1[C:6]2[C:7]([C:17]3[S:18][C:19]([I:23])=[C:20]([CH3:22])[CH:21]=3)=[CH:8][S:9][C:10]=2[NH:11][C:12](=[O:16])[C:13]=1[C:14]#[N:15], predict the reactants needed to synthesize it. The reactants are: C(O[C:4]([C:6]1[C:7]([C:17]2[S:18][C:19]([I:23])=[C:20]([CH3:22])[CH:21]=2)=[CH:8][S:9][C:10]=1[NH:11][C:12](=[O:16])[CH2:13][C:14]#[N:15])=[O:5])C.[H-].[Na+]. (4) The reactants are: [N+:1]([C:4]1[CH:9]=[CH:8][C:7]([C:10]2[C:18]3[C:17]([NH2:19])=[N:16][CH:15]=[N:14][C:13]=3[S:12][CH:11]=2)=[CH:6][CH:5]=1)([O-])=O.C(O)C. Given the product [NH2:1][C:4]1[CH:5]=[CH:6][C:7]([C:10]2[C:18]3[C:17]([NH2:19])=[N:16][CH:15]=[N:14][C:13]=3[S:12][CH:11]=2)=[CH:8][CH:9]=1, predict the reactants needed to synthesize it. (5) Given the product [CH3:28][C:24]1[CH:23]=[C:22]([CH2:21][C:20]([N:16]2[C:17]3[C:13](=[CH:12][C:11]([C:10]4[C:3]5[C:2]([NH2:1])=[N:7][CH:6]=[N:5][C:4]=5[N:8]([CH:30]5[CH2:35][CH2:34][NH:33][CH2:32][CH2:31]5)[CH:9]=4)=[CH:19][CH:18]=3)[CH2:14][CH2:15]2)=[O:29])[CH:27]=[CH:26][CH:25]=1, predict the reactants needed to synthesize it. The reactants are: [NH2:1][C:2]1[C:3]2[C:10]([C:11]3[CH:12]=[C:13]4[C:17](=[CH:18][CH:19]=3)[N:16]([C:20](=[O:29])[CH2:21][C:22]3[CH:27]=[CH:26][CH:25]=[C:24]([CH3:28])[CH:23]=3)[CH2:15][CH2:14]4)=[CH:9][N:8]([CH:30]3[CH2:35][CH2:34][N:33](C(OC(C)(C)C)=O)[CH2:32][CH2:31]3)[C:4]=2[N:5]=[CH:6][N:7]=1.Cl. (6) Given the product [CH:23]1([NH:26][C:27](=[O:33])[C:28]([NH:22][C:21]2[C:16]([NH:15][C:10]3[CH:11]=[CH:12][C:13]([CH3:14])=[C:8]([F:7])[CH:9]=3)=[N:17][CH:18]=[CH:19][CH:20]=2)=[O:29])[CH2:25][CH2:24]1, predict the reactants needed to synthesize it. The reactants are: CC(C)([O-])C.[K+].[F:7][C:8]1[CH:9]=[C:10]([NH:15][C:16]2[C:21]([NH2:22])=[CH:20][CH:19]=[CH:18][N:17]=2)[CH:11]=[CH:12][C:13]=1[CH3:14].[CH:23]1([NH:26][C:27](=[O:33])[C:28](OCC)=[O:29])[CH2:25][CH2:24]1.O1CCCC1.